This data is from Catalyst prediction with 721,799 reactions and 888 catalyst types from USPTO. The task is: Predict which catalyst facilitates the given reaction. (1) Reactant: Cl[C:2]1[C:7]([C:8]#[N:9])=[C:6]([NH:10][CH2:11][CH2:12][OH:13])[N:5]=[C:4]([NH:14][CH2:15][CH2:16][OH:17])[N:3]=1.Cl.[F:19][C:20]1[CH:25]=[CH:24][C:23]([CH:26]2[CH2:31][CH2:30][NH:29][CH2:28][CH2:27]2)=[CH:22][CH:21]=1.C(N(C(C)C)C(C)C)C. Product: [F:19][C:20]1[CH:25]=[CH:24][C:23]([CH:26]2[CH2:27][CH2:28][N:29]([C:2]3[C:7]([C:8]#[N:9])=[C:6]([NH:10][CH2:11][CH2:12][OH:13])[N:5]=[C:4]([NH:14][CH2:15][CH2:16][OH:17])[N:3]=3)[CH2:30][CH2:31]2)=[CH:22][CH:21]=1. The catalyst class is: 12. (2) Reactant: [CH3:1][O:2][C:3]1[C:4]([NH:16][C:17]([NH:19][C:20]2[CH:25]=[N:24][C:23]([CH3:26])=[CH:22][N:21]=2)=[O:18])=[CH:5][C:6]([C:12]([F:15])([F:14])[F:13])=[C:7]([CH:11]=1)[C:8](O)=[O:9].CN(C(ON1N=NC2C=CC=CC1=2)=[N+](C)C)C.F[P-](F)(F)(F)(F)F.[NH2:51][CH2:52][CH2:53][C:54]1[CH:59]=[CH:58][CH:57]=[CH:56][N:55]=1.CCN(C(C)C)C(C)C. Product: [CH3:1][O:2][C:3]1[C:4]([NH:16][C:17]([NH:19][C:20]2[CH:25]=[N:24][C:23]([CH3:26])=[CH:22][N:21]=2)=[O:18])=[CH:5][C:6]([C:12]([F:15])([F:13])[F:14])=[C:7]([CH:11]=1)[C:8]([NH:51][CH2:52][CH2:53][C:54]1[CH:59]=[CH:58][CH:57]=[CH:56][N:55]=1)=[O:9]. The catalyst class is: 37. (3) Reactant: [OH:1][CH2:2][CH2:3][C:4]1[CH:9]=[CH:8][C:7]([OH:10])=[CH:6][CH:5]=1.Cl[C:12]1[N:17]=[CH:16][C:15]([Cl:18])=[CH:14][N:13]=1.C([O-])([O-])=O.[K+].[K+]. Product: [Cl:18][C:15]1[CH:14]=[N:13][C:12]([O:10][C:7]2[CH:8]=[CH:9][C:4]([CH2:3][CH2:2][OH:1])=[CH:5][CH:6]=2)=[N:17][CH:16]=1. The catalyst class is: 3.